Regression. Given two drug SMILES strings and cell line genomic features, predict the synergy score measuring deviation from expected non-interaction effect. From a dataset of NCI-60 drug combinations with 297,098 pairs across 59 cell lines. (1) Drug 1: CC1OCC2C(O1)C(C(C(O2)OC3C4COC(=O)C4C(C5=CC6=C(C=C35)OCO6)C7=CC(=C(C(=C7)OC)O)OC)O)O. Drug 2: C1C(C(OC1N2C=NC3=C(N=C(N=C32)Cl)N)CO)O. Cell line: LOX IMVI. Synergy scores: CSS=27.3, Synergy_ZIP=0.358, Synergy_Bliss=-4.87, Synergy_Loewe=-1.49, Synergy_HSA=-0.606. (2) Drug 1: CCCCC(=O)OCC(=O)C1(CC(C2=C(C1)C(=C3C(=C2O)C(=O)C4=C(C3=O)C=CC=C4OC)O)OC5CC(C(C(O5)C)O)NC(=O)C(F)(F)F)O. Drug 2: C#CCC(CC1=CN=C2C(=N1)C(=NC(=N2)N)N)C3=CC=C(C=C3)C(=O)NC(CCC(=O)O)C(=O)O. Cell line: OVCAR-8. Synergy scores: CSS=14.5, Synergy_ZIP=-2.89, Synergy_Bliss=2.83, Synergy_Loewe=1.89, Synergy_HSA=1.76. (3) Drug 1: CCC1(CC2CC(C3=C(CCN(C2)C1)C4=CC=CC=C4N3)(C5=C(C=C6C(=C5)C78CCN9C7C(C=CC9)(C(C(C8N6C=O)(C(=O)OC)O)OC(=O)C)CC)OC)C(=O)OC)O.OS(=O)(=O)O. Drug 2: CC12CCC3C(C1CCC2O)C(CC4=C3C=CC(=C4)O)CCCCCCCCCS(=O)CCCC(C(F)(F)F)(F)F. Cell line: 786-0. Synergy scores: CSS=15.6, Synergy_ZIP=-5.00, Synergy_Bliss=3.49, Synergy_Loewe=-18.0, Synergy_HSA=1.83. (4) Drug 1: CC1=C(C=C(C=C1)NC2=NC=CC(=N2)N(C)C3=CC4=NN(C(=C4C=C3)C)C)S(=O)(=O)N.Cl. Drug 2: CC1=CC=C(C=C1)C2=CC(=NN2C3=CC=C(C=C3)S(=O)(=O)N)C(F)(F)F. Cell line: NCI-H322M. Synergy scores: CSS=-2.74, Synergy_ZIP=-0.655, Synergy_Bliss=-2.27, Synergy_Loewe=-3.95, Synergy_HSA=-3.95. (5) Drug 1: CC1=C(C(=CC=C1)Cl)NC(=O)C2=CN=C(S2)NC3=CC(=NC(=N3)C)N4CCN(CC4)CCO. Drug 2: CN(C(=O)NC(C=O)C(C(C(CO)O)O)O)N=O. Cell line: OVCAR-4. Synergy scores: CSS=3.39, Synergy_ZIP=-1.64, Synergy_Bliss=-1.60, Synergy_Loewe=-5.58, Synergy_HSA=-1.28. (6) Drug 1: CS(=O)(=O)C1=CC(=C(C=C1)C(=O)NC2=CC(=C(C=C2)Cl)C3=CC=CC=N3)Cl. Drug 2: CC1=C2C(C(=O)C3(C(CC4C(C3C(C(C2(C)C)(CC1OC(=O)C(C(C5=CC=CC=C5)NC(=O)OC(C)(C)C)O)O)OC(=O)C6=CC=CC=C6)(CO4)OC(=O)C)OC)C)OC. Cell line: CCRF-CEM. Synergy scores: CSS=78.9, Synergy_ZIP=21.1, Synergy_Bliss=21.5, Synergy_Loewe=-1.99, Synergy_HSA=21.7.